The task is: Predict the product of the given reaction.. This data is from Forward reaction prediction with 1.9M reactions from USPTO patents (1976-2016). (1) Given the reactants [CH3:1][C:2]1[N:7]2[N:8]=[C:9](/[CH:11]=[CH:12]/[C:13]3[N:17]([CH3:18])[N:16]=[C:15]([N:19]4[CH2:23][CH2:22][CH2:21][CH2:20]4)[N:14]=3)[N:10]=[C:6]2[C:5]([CH3:24])=[C:4]([CH3:25])[N:3]=1, predict the reaction product. The product is: [CH3:1][C:2]1[N:7]2[N:8]=[C:9]([CH2:11][CH2:12][C:13]3[N:17]([CH3:18])[N:16]=[C:15]([N:19]4[CH2:23][CH2:22][CH2:21][CH2:20]4)[N:14]=3)[N:10]=[C:6]2[C:5]([CH3:24])=[C:4]([CH3:25])[N:3]=1. (2) The product is: [CH:35]1([NH:34][CH2:30][C:3]2[CH:8]=[CH:7][CH:6]=[CH:5][C:4]=2[C:9]2[N:14]=[CH:13][N:12]=[C:11]([NH:15][C:16]3[CH:17]=[C:18]([CH2:22][S:23]([NH2:26])(=[O:25])=[O:24])[CH:19]=[CH:20][CH:21]=3)[N:10]=2)[CH2:36][CH2:37]1. Given the reactants CO[C:3]1[CH:8]=[CH:7][CH:6]=[CH:5][C:4]=1[C:9]1[N:14]=[CH:13][N:12]=[C:11]([NH:15][C:16]2[CH:17]=[C:18]([CH2:22][S:23]([NH2:26])(=[O:25])=[O:24])[CH:19]=[CH:20][CH:21]=2)[N:10]=1.ClC1N=CN=[C:30]([NH:34][C:35]2[CH:36]=[C:37](CS(N)(=O)=O)C=CC=2)N=1.C1(NCC2C=CC=CC=2B(O)O)CC1, predict the reaction product. (3) Given the reactants [CH:1]1[C:13]2[CH:12]([CH2:14][O:15][C:16]([NH:18][C@:19]3([C:23](O)=[O:24])[CH2:21][C@@H:20]3[CH3:22])=[O:17])[C:11]3[C:6](=[CH:7][CH:8]=[CH:9][CH:10]=3)[C:5]=2[CH:4]=[CH:3][CH:2]=1.C(Cl)(=O)C(Cl)=O.C(N(CC)CC)C.[NH2:39][C:40]1[S:41][C:42]([CH3:55])=[C:43]([CH3:54])[C:44]=1[C:45]([C:47]1[CH:52]=[CH:51][C:50]([Cl:53])=[CH:49][CH:48]=1)=[O:46], predict the reaction product. The product is: [Cl:53][C:50]1[CH:51]=[CH:52][C:47]([C:45]([C:44]2[C:43]([CH3:54])=[C:42]([CH3:55])[S:41][C:40]=2[NH:39][C:23]([C@@:19]2([NH:18][C:16](=[O:17])[O:15][CH2:14][CH:12]3[C:11]4[CH:10]=[CH:9][CH:8]=[CH:7][C:6]=4[C:5]4[C:13]3=[CH:1][CH:2]=[CH:3][CH:4]=4)[CH2:21][C@@H:20]2[CH3:22])=[O:24])=[O:46])=[CH:48][CH:49]=1. (4) Given the reactants [C:1]([O:4][C@H:5]1[CH2:22][CH2:21][C@@:20]2([CH3:23])[C:7](=[CH:8][CH2:9][C@@H:10]3[C@@H:19]2[CH2:18][CH2:17][C@@:15]2([CH3:16])[C@H:11]3[CH2:12][C:13]([CH:25]=[O:26])=[C:14]2Cl)[CH2:6]1)(=[O:3])[CH3:2].[NH:27]1[CH:31]=[CH:30][N:29]=[N:28]1.C([O-])([O-])=O.[K+].[K+], predict the reaction product. The product is: [C:1]([O:4][C@H:5]1[CH2:22][CH2:21][C@@:20]2([CH3:23])[C:7](=[CH:8][CH2:9][C@@H:10]3[C@@H:19]2[CH2:18][CH2:17][C@@:15]2([CH3:16])[C@H:11]3[CH2:12][C:13]([CH:25]=[O:26])=[C:14]2[N:28]2[N:29]=[CH:30][CH:31]=[N:27]2)[CH2:6]1)(=[O:3])[CH3:2].[C:1]([O:4][C@H:5]1[CH2:22][CH2:21][C@@:20]2([CH3:23])[C:7](=[CH:8][CH2:9][C@@H:10]3[C@@H:19]2[CH2:18][CH2:17][C@@:15]2([CH3:16])[C@H:11]3[CH2:12][C:13]([CH:25]=[O:26])=[C:14]2[N:27]2[CH:31]=[CH:30][N:29]=[N:28]2)[CH2:6]1)(=[O:3])[CH3:2]. (5) Given the reactants [CH:1]1([C:4]2[O:8][N:7]=[C:6]([C:9]3[C:14]([Cl:15])=[CH:13][CH:12]=[CH:11][C:10]=3[Cl:16])[C:5]=2[CH2:17]O)[CH2:3][CH2:2]1.P(Br)(Br)[Br:20], predict the reaction product. The product is: [Br:20][CH2:17][C:5]1[C:6]([C:9]2[C:14]([Cl:15])=[CH:13][CH:12]=[CH:11][C:10]=2[Cl:16])=[N:7][O:8][C:4]=1[CH:1]1[CH2:3][CH2:2]1. (6) The product is: [CH3:1][O:2][C:3]1[C:12]([CH3:13])=[CH:11][N:5]2[C:4]=1[CH:9]=[CH:8][CH:7]=[CH:6]2. Given the reactants [CH3:1][O:2][CH2:3][C:4]1[CH:9]=[CH:8][CH:7]=[CH:6][N:5]=1.Cl[CH2:11][C:12](=O)[CH3:13], predict the reaction product. (7) Given the reactants [OH:1][CH2:2][CH2:3][CH2:4][CH2:5][CH2:6][NH:7][S:8]([C:11]1[CH:16]=[CH:15][C:14](Br)=[CH:13][CH:12]=1)(=[O:10])=[O:9].[C:18]([C:21]1[CH:26]=[CH:25][C:24](B(O)O)=[CH:23][CH:22]=1)([OH:20])=[O:19], predict the reaction product. The product is: [OH:1][CH2:2][CH2:3][CH2:4][CH2:5][CH2:6][NH:7][S:8]([C:11]1[CH:16]=[CH:15][C:14]([C:24]2[CH:25]=[CH:26][C:21]([C:18]([OH:20])=[O:19])=[CH:22][CH:23]=2)=[CH:13][CH:12]=1)(=[O:10])=[O:9]. (8) Given the reactants Br[C:2]1[C:11]2[CH:12]([CH2:14][N:15]3[CH2:20][CH2:19][CH:18]([N:21]([CH2:29][C:30]4[N:35]=[CH:34][C:33]5[O:36][CH2:37][CH2:38][O:39][C:32]=5[CH:31]=4)[C:22](=[O:28])[O:23][C:24]([CH3:27])([CH3:26])[CH3:25])[CH2:17][CH2:16]3)[CH2:13][N:9]3[C:10]=2[C:5]([CH:6]=[CH:7][C:8]3=[O:40])=[CH:4][CH:3]=1.[Cu][C:42]#[N:43], predict the reaction product. The product is: [C:42]([C:2]1[C:11]2[CH:12]([CH2:14][N:15]3[CH2:20][CH2:19][CH:18]([N:21]([CH2:29][C:30]4[N:35]=[CH:34][C:33]5[O:36][CH2:37][CH2:38][O:39][C:32]=5[CH:31]=4)[C:22](=[O:28])[O:23][C:24]([CH3:25])([CH3:26])[CH3:27])[CH2:17][CH2:16]3)[CH2:13][N:9]3[C:10]=2[C:5]([CH:6]=[CH:7][C:8]3=[O:40])=[CH:4][CH:3]=1)#[N:43]. (9) Given the reactants [C:1]([C:5]1[N:9]([CH2:10][CH:11]2[CH2:16][CH2:15][C:14]([F:18])([F:17])[CH2:13][CH2:12]2)[C:8]2[CH:19]=[CH:20][C:21]([S:23]([N:26]3[CH2:29][CH:28]([NH2:30])[CH2:27]3)(=[O:25])=[O:24])=[CH:22][C:7]=2[N:6]=1)([CH3:4])([CH3:3])[CH3:2].CCN(C(C)C)C(C)C.Cl[C:41](Cl)([O:43]C(=O)OC(Cl)(Cl)Cl)Cl, predict the reaction product. The product is: [C:1]([C:5]1[N:9]([CH2:10][CH:11]2[CH2:16][CH2:15][C:14]([F:17])([F:18])[CH2:13][CH2:12]2)[C:8]2[CH:19]=[CH:20][C:21]([S:23]([N:26]3[CH2:27][CH:28]([N:30]=[C:41]=[O:43])[CH2:29]3)(=[O:25])=[O:24])=[CH:22][C:7]=2[N:6]=1)([CH3:4])([CH3:2])[CH3:3]. (10) The product is: [OH:26][C:25]([C:24]1[CH:23]=[CH:22][C:21]([Cl:20])=[CH:47][CH:46]=1)([C:6]1[N:2]([CH3:1])[CH:3]=[N:4][CH:5]=1)[C:27]1[CH:28]=[C:29]2[C:34](=[CH:35][CH:36]=1)[N:33]([CH3:37])[C:32](=[O:38])[CH:31]=[C:30]2[C:39]1[CH:44]=[CH:43][CH:42]=[C:41]([Cl:45])[CH:40]=1. Given the reactants [CH3:1][N:2]1[CH:6]=[CH:5][N:4]=[CH:3]1.C([Li])CCC.Cl[Si](CC)(CC)CC.[Cl:20][C:21]1[CH:47]=[CH:46][C:24]([C:25]([C:27]2[CH:28]=[C:29]3[C:34](=[CH:35][CH:36]=2)[N:33]([CH3:37])[C:32](=[O:38])[CH:31]=[C:30]3[C:39]2[CH:44]=[CH:43][CH:42]=[C:41]([Cl:45])[CH:40]=2)=[O:26])=[CH:23][CH:22]=1, predict the reaction product.